Dataset: Forward reaction prediction with 1.9M reactions from USPTO patents (1976-2016). Task: Predict the product of the given reaction. (1) Given the reactants [Cl:1][C:2]1[C:7]([CH:8]=O)=[CH:6][C:5]([F:10])=[CH:4][N:3]=1.[CH2:11]1COCC1, predict the reaction product. The product is: [Cl:1][C:2]1[C:7]([CH:8]=[CH2:11])=[CH:6][C:5]([F:10])=[CH:4][N:3]=1. (2) Given the reactants C([O:8][CH2:9][CH2:10][CH2:11][O:12][C:13]1[CH:18]=[CH:17][C:16]([C:19]2[CH:20]=[C:21]([C:32]3[CH:37]=[CH:36][C:35]([O:38][CH2:39][CH2:40][O:41][CH2:42][O:43][CH2:44][CH3:45])=[CH:34][CH:33]=3)[CH:22]=[C:23]([O:25][CH2:26][O:27][CH2:28][CH2:29][O:30][CH3:31])[CH:24]=2)=[CH:15][C:14]=1[F:46])C1C=CC=CC=1.C1C[O:50][CH2:49]C1, predict the reaction product. The product is: [F:46][C:14]1[CH:15]=[C:16]([C:19]2[CH:20]=[C:21]([C:32]3[CH:33]=[CH:34][C:35]([O:38][CH2:39][CH2:40][O:41][CH2:42][O:43][CH2:44][CH2:45][O:50][CH3:49])=[CH:36][CH:37]=3)[CH:22]=[C:23]([O:25][CH2:26][O:27][CH2:28][CH2:29][O:30][CH3:31])[CH:24]=2)[CH:17]=[CH:18][C:13]=1[O:12][CH2:11][CH2:10][CH2:9][OH:8]. (3) Given the reactants [OH:1][NH:2][C:3](=[NH:12])[C:4]1[CH:9]=[CH:8][C:7]([O:10][CH3:11])=[CH:6][CH:5]=1.[C:13]([N:20]1[CH2:25][CH2:24][CH2:23][CH:22]([C:26](O)=O)[CH2:21]1)([O:15][C:16]([CH3:19])([CH3:18])[CH3:17])=[O:14].C1C=CC2N(O)N=NC=2C=1.CCN=C=NCCCN(C)C.Cl, predict the reaction product. The product is: [C:16]([O:15][C:13]([N:20]1[CH2:25][CH2:24][CH2:23][CH:22]([C:26]2[O:1][N:2]=[C:3]([C:4]3[CH:9]=[CH:8][C:7]([O:10][CH3:11])=[CH:6][CH:5]=3)[N:12]=2)[CH2:21]1)=[O:14])([CH3:19])([CH3:17])[CH3:18]. (4) Given the reactants [F:1][C:2]1[CH:9]=[C:8]([F:10])[CH:7]=[CH:6][C:3]=1[CH2:4][NH2:5].[CH2:11]([C:13]1[CH:21]=[CH:20][C:16]([C:17](O)=[O:18])=[CH:15][CH:14]=1)[CH3:12].Cl.C(N=C=NCCCN(C)C)C, predict the reaction product. The product is: [F:1][C:2]1[CH:9]=[C:8]([F:10])[CH:7]=[CH:6][C:3]=1[CH2:4][NH:5][C:17](=[O:18])[C:16]1[CH:20]=[CH:21][C:13]([CH2:11][CH3:12])=[CH:14][CH:15]=1. (5) Given the reactants [F:1][CH:2]([F:29])[C:3]1[N:8]=[CH:7][C:6]([CH2:9][O:10][C:11]2[CH:26]=[CH:25][C:14]([CH2:15][NH:16][C:17]3[C:22]([NH2:23])=[CH:21][C:20]([I:24])=[CH:19][N:18]=3)=[CH:13][C:12]=2[O:27][CH3:28])=[CH:5][CH:4]=1.CN.[CH:32](OCC)(OCC)OCC.O.C1(C)C=CC(S(O)(=O)=O)=CC=1, predict the reaction product. The product is: [F:29][CH:2]([F:1])[C:3]1[N:8]=[CH:7][C:6]([CH2:9][O:10][C:11]2[CH:26]=[CH:25][C:14]([CH2:15][N:16]3[C:17]4=[N:18][CH:19]=[C:20]([I:24])[CH:21]=[C:22]4[N:23]=[CH:32]3)=[CH:13][C:12]=2[O:27][CH3:28])=[CH:5][CH:4]=1.